From a dataset of hERG Central: cardiac toxicity at 1µM, 10µM, and general inhibition. Predict hERG channel inhibition at various concentrations. (1) The compound is O=C(Nc1ccc(N2CCN(C(=O)c3cccs3)CC2)cc1)c1ccc(Br)o1. Results: hERG_inhib (hERG inhibition (general)): blocker. (2) The compound is Cc1ccccc1S(=O)(=O)Cc1ccc(C(=O)NCCN2CCN(Cc3ccccc3)CC2)o1. Results: hERG_inhib (hERG inhibition (general)): blocker. (3) The drug is CC(C)CN=CC1=C(O)c2ccccc2C1=O. Results: hERG_inhib (hERG inhibition (general)): blocker. (4) The compound is COc1ccc(NC(=O)c2cc([N+](=O)[O-])ccc2O)cc1. Results: hERG_inhib (hERG inhibition (general)): blocker. (5) The drug is CC(=O)Nc1ccc(CN(C)CC2CCCN(CCc3cccc(C(F)(F)F)c3)C2)cc1. Results: hERG_inhib (hERG inhibition (general)): blocker. (6) The drug is S=C(NCc1ccco1)Nc1ccccc1Cl. Results: hERG_inhib (hERG inhibition (general)): blocker. (7) The drug is N=c1c(C(=O)NCc2ccc(F)cc2)cc2c(=O)n3ccccc3nc2n1CC1CCCO1. Results: hERG_inhib (hERG inhibition (general)): blocker. (8) The compound is c1cnc2ccc(C(c3nnnn3C3CCCCC3)N3CCN4CCCC4C3)cc2c1. Results: hERG_inhib (hERG inhibition (general)): blocker. (9) The molecule is O=C(C1CCCN(S(=O)(=O)c2ccc(F)cc2)C1)N(Cc1cccs1)C1CC1. Results: hERG_inhib (hERG inhibition (general)): blocker.